Task: Predict the reactants needed to synthesize the given product.. Dataset: Full USPTO retrosynthesis dataset with 1.9M reactions from patents (1976-2016) Given the product [F:51][C:52]1[CH:53]=[C:54]([CH2:59][CH:60]([NH:61][C:37](=[O:39])[CH2:36][N:29]2[C:30]3[CH2:31][CH2:32][CH2:33][CH2:34][C:35]=3[C:27]([C:26]([F:25])([F:41])[F:40])=[N:28]2)[C:62]2[N:63]=[CH:64][S:65][C:66]=2[C:67]2[CH:72]=[CH:71][CH:70]=[CH:69][C:68]=2[CH3:73])[CH:55]=[C:56]([F:58])[CH:57]=1, predict the reactants needed to synthesize it. The reactants are: CN(C(ON1N=NC2C=CC=NC1=2)=[N+](C)C)C.F[P-](F)(F)(F)(F)F.[F:25][C:26]([F:41])([F:40])[C:27]1[C:35]2[CH2:34][CH2:33][CH2:32][CH2:31][C:30]=2[N:29]([CH2:36][C:37]([OH:39])=O)[N:28]=1.CCN(C(C)C)C(C)C.[F:51][C:52]1[CH:53]=[C:54]([CH2:59][CH:60]([C:62]2[N:63]=[CH:64][S:65][C:66]=2[C:67]2[CH:72]=[CH:71][CH:70]=[CH:69][C:68]=2[CH3:73])[NH2:61])[CH:55]=[C:56]([F:58])[CH:57]=1.